Dataset: Forward reaction prediction with 1.9M reactions from USPTO patents (1976-2016). Task: Predict the product of the given reaction. (1) Given the reactants [CH3:1][S:2]([C:5]1[CH:10]=[CH:9][C:8]([C:11]2[C:12]3[N:13]([N:17]=[C:18]([NH:20][C:21]4[CH:26]=[CH:25][C:24]([OH:27])=[CH:23][CH:22]=4)[N:19]=3)[CH:14]=[CH:15][CH:16]=2)=[CH:7][CH:6]=1)(=[O:4])=[O:3].Cl.Cl[CH2:30][CH2:31][N:32]1[CH2:37][CH2:36][O:35][CH2:34][CH2:33]1.C(=O)([O-])[O-].[K+].[K+], predict the reaction product. The product is: [CH3:1][S:2]([C:5]1[CH:10]=[CH:9][C:8]([C:11]2[C:12]3[N:13]([N:17]=[C:18]([NH:20][C:21]4[CH:22]=[CH:23][C:24]([O:27][CH2:30][CH2:31][N:32]5[CH2:37][CH2:36][O:35][CH2:34][CH2:33]5)=[CH:25][CH:26]=4)[N:19]=3)[CH:14]=[CH:15][CH:16]=2)=[CH:7][CH:6]=1)(=[O:4])=[O:3]. (2) Given the reactants [F:1][C:2]([F:30])([F:29])[C:3]1[CH:12]=[C:11]2[C:6]([C:7]([O:13][CH2:14][CH2:15][CH2:16][CH2:17][CH2:18][O:19][C:20]3[C:21](=[O:28])[CH:22]=[C:23]([CH2:26][OH:27])[O:24][CH:25]=3)=[CH:8][CH:9]=[N:10]2)=[CH:5][CH:4]=1.C(N(CC)CC)C.[CH3:38][S:39](Cl)(=[O:41])=[O:40], predict the reaction product. The product is: [CH3:38][S:39]([O:27][CH2:26][C:23]1[O:24][CH:25]=[C:20]([O:19][CH2:18][CH2:17][CH2:16][CH2:15][CH2:14][O:13][C:7]2[C:6]3[C:11](=[CH:12][C:3]([C:2]([F:1])([F:29])[F:30])=[CH:4][CH:5]=3)[N:10]=[CH:9][CH:8]=2)[C:21](=[O:28])[CH:22]=1)(=[O:41])=[O:40]. (3) Given the reactants [CH3:1][O:2][CH2:3][C@@H:4]([N:6]1[C:14]2[C:9](=[N:10][C:11]([C:16]3[CH:21]=[CH:20][C:19]([O:22][C:23]([F:26])([F:25])[F:24])=[CH:18][C:17]=3[O:27][CH3:28])=[C:12]([CH3:15])[CH:13]=2)[CH:8]=[CH:7]1)[CH3:5].[CH2:29]1[C:34](=[O:35])[N:33]([Cl:36])[C:31](=[O:32])[CH2:30]1, predict the reaction product. The product is: [Cl:36][C:8]1[C:9]2=[N:10][C:11]([C:16]3[CH:21]=[CH:20][C:19]([O:22][C:23]([F:26])([F:24])[F:25])=[CH:18][C:17]=3[O:27][CH3:28])=[C:12]([CH3:15])[CH:13]=[C:14]2[N:6]([C@@H:4]([CH3:5])[CH2:3][O:2][CH3:1])[CH:7]=1.[CH3:1][O:2][CH2:3][C@@H:4]([N:6]1[C:14]2[C:9](=[N:10][C:11]([C:16]3[CH:21]=[CH:20][C:19]([O:22][C:23]([F:26])([F:24])[F:25])=[CH:18][C:17]=3[O:27][CH3:28])=[C:12]([CH3:15])[C:13]=2[N:33]2[C:34](=[O:35])[CH2:29][CH2:30][C:31]2=[O:32])[CH:8]=[CH:7]1)[CH3:5]. (4) Given the reactants Br[C:2]1[CH:7]=[CH:6][C:5]([S:8]([C@H:11]2[CH2:15][N:14]([C:16]3[N:20]([CH:21]4[CH2:24][CH2:23][CH2:22]4)[N:19]=[C:18]([CH3:25])[CH:17]=3)[C@H:13]([C:26]([NH:28][C:29]3([C:32]#[N:33])[CH2:31][CH2:30]3)=[O:27])[CH2:12]2)(=[O:10])=[O:9])=[C:4]([C:34]([F:37])([F:36])[F:35])[CH:3]=1.CC1(C)C(C)(C)[O:42][B:41](B2OC(C)(C)C(C)(C)O2)[O:40]1.ClCCl.C([O-])(=O)C.[K+], predict the reaction product. The product is: [C:32]([C:29]1([NH:28][C:26]([C@H:13]2[N:14]([C:16]3[N:20]([CH:21]4[CH2:24][CH2:23][CH2:22]4)[N:19]=[C:18]([CH3:25])[CH:17]=3)[CH2:15][C@H:11]([S:8]([C:5]3[CH:6]=[CH:7][C:2]([B:41]([OH:42])[OH:40])=[CH:3][C:4]=3[C:34]([F:37])([F:36])[F:35])(=[O:10])=[O:9])[CH2:12]2)=[O:27])[CH2:31][CH2:30]1)#[N:33]. (5) Given the reactants Br[CH:2]([C:13]([N:15]1[CH2:20][CH2:19][CH:18]([C:21]#[N:22])[CH2:17][CH2:16]1)=[O:14])[C:3]([O:5][CH2:6][C:7]1[CH:12]=[CH:11][CH:10]=[CH:9][CH:8]=1)=[O:4].[F:23][CH:24]([F:33])[C:25]1[CH:29]=[C:28]([CH:30]([F:32])[F:31])[NH:27][N:26]=1.C(=O)([O-])[O-].[K+].[K+], predict the reaction product. The product is: [F:32][CH:30]([F:31])[C:28]1[CH:29]=[C:25]([CH:24]([F:23])[F:33])[N:26]([CH:2]([C:13]([N:15]2[CH2:20][CH2:19][CH:18]([C:21]#[N:22])[CH2:17][CH2:16]2)=[O:14])[C:3]([O:5][CH2:6][C:7]2[CH:12]=[CH:11][CH:10]=[CH:9][CH:8]=2)=[O:4])[N:27]=1. (6) Given the reactants [NH2:1][C:2]1[CH:3]=[C:4]([CH:28]=[CH:29][CH:30]=1)[O:5][C:6]1[C:11]([O:12][CH3:13])=[CH:10][N:9]=[C:8]([NH:14][C:15]2[CH:20]=[CH:19][C:18]([N:21]3[CH2:26][CH2:25][N:24]([CH3:27])[CH2:23][CH2:22]3)=[CH:17][CH:16]=2)[N:7]=1.CCN(C(C)C)C(C)C.[C:40](Cl)(=[O:43])[CH:41]=[CH2:42], predict the reaction product. The product is: [CH3:13][O:12][C:11]1[C:6]([O:5][C:4]2[CH:3]=[C:2]([NH:1][C:40](=[O:43])[CH:41]=[CH2:42])[CH:30]=[CH:29][CH:28]=2)=[N:7][C:8]([NH:14][C:15]2[CH:16]=[CH:17][C:18]([N:21]3[CH2:26][CH2:25][N:24]([CH3:27])[CH2:23][CH2:22]3)=[CH:19][CH:20]=2)=[N:9][CH:10]=1. (7) Given the reactants [OH:1][C:2]1[CH:16]=[C:15]([CH3:17])[CH:14]=[CH:13][C:3]=1[O:4][C:5]1[CH:12]=[CH:11][CH:10]=[CH:9][C:6]=1[C:7]#[N:8].[Br:18]N1C(=O)CCC1=O, predict the reaction product. The product is: [Br:18][C:14]1[C:15]([CH3:17])=[CH:16][C:2]([OH:1])=[C:3]([CH:13]=1)[O:4][C:5]1[CH:12]=[CH:11][CH:10]=[CH:9][C:6]=1[C:7]#[N:8].